This data is from Full USPTO retrosynthesis dataset with 1.9M reactions from patents (1976-2016). The task is: Predict the reactants needed to synthesize the given product. (1) Given the product [NH2:11][C:8]1[CH:9]=[C:10]2[C:5](=[CH:6][C:7]=1[N+:15]([O-:17])=[O:16])[N:4]([CH2:20][CH2:21][CH2:22][CH3:23])[C:3](=[O:18])[C:2]2([CH3:1])[CH3:19], predict the reactants needed to synthesize it. The reactants are: [CH3:1][C:2]1([CH3:19])[C:10]2[C:5](=[CH:6][C:7]([N+:15]([O-:17])=[O:16])=[C:8]([NH:11]C(=O)C)[CH:9]=2)[NH:4][C:3]1=[O:18].[CH2:20](I)[CH2:21][CH2:22][CH3:23].C([O-])([O-])=O.[K+].[K+].C(Cl)Cl.CO. (2) Given the product [CH:29]1([CH:6]2[CH2:5][C:4]3[C:9](=[CH:10][CH:11]=[C:2]([C:36]4[CH:35]=[N:34][N:33]([CH3:32])[CH:37]=4)[CH:3]=3)[N:8]([C:12]3[C:16]4[CH2:17][N:18]([C:21](=[O:23])[CH3:22])[CH2:19][CH2:20][C:15]=4[N:14]([C@H:24]4[CH2:28][CH2:27][O:26][CH2:25]4)[N:13]=3)[CH2:7]2)[CH2:31][CH2:30]1, predict the reactants needed to synthesize it. The reactants are: Br[C:2]1[CH:3]=[C:4]2[C:9](=[CH:10][CH:11]=1)[N:8]([C:12]1[C:16]3[CH2:17][N:18]([C:21](=[O:23])[CH3:22])[CH2:19][CH2:20][C:15]=3[N:14]([C@H:24]3[CH2:28][CH2:27][O:26][CH2:25]3)[N:13]=1)[CH2:7][CH:6]([CH:29]1[CH2:31][CH2:30]1)[CH2:5]2.[CH3:32][N:33]1[CH:37]=[C:36](B2OC(C)(C)C(C)(C)O2)[CH:35]=[N:34]1.C1(P(C2CCCCC2)C2C=CC=CC=2C2C(C(C)C)=CC(C(C)C)=CC=2C(C)C)CCCCC1.C([O-])([O-])=O.[K+].[K+]. (3) Given the product [O:23]1[C:27]2[CH:28]=[CH:29][CH:30]=[CH:31][C:26]=2[CH:25]=[C:24]1[C:2]1[CH:3]=[C:4]([S:8]([NH:11][C:12]2[CH:21]=[CH:20][C:15]([C:16]([O:18][CH3:19])=[O:17])=[C:14]([OH:22])[CH:13]=2)(=[O:10])=[O:9])[CH:5]=[CH:6][CH:7]=1, predict the reactants needed to synthesize it. The reactants are: Br[C:2]1[CH:3]=[C:4]([S:8]([NH:11][C:12]2[CH:21]=[CH:20][C:15]([C:16]([O:18][CH3:19])=[O:17])=[C:14]([OH:22])[CH:13]=2)(=[O:10])=[O:9])[CH:5]=[CH:6][CH:7]=1.[O:23]1[C:27]2[CH:28]=[CH:29][CH:30]=[CH:31][C:26]=2[CH:25]=[C:24]1B(O)O. (4) Given the product [Cl:1][C:2]1[CH:3]=[CH:4][C:5]([O:25][CH3:26])=[C:6]([NH:8][C:9](=[O:24])[CH2:10][N:11]2[C:19]3[CH2:18][CH2:17][N:16]([CH2:28][C:29]([O:31][CH2:32][CH3:33])=[O:30])[CH2:15][C:14]=3[C:13]([C:20]([F:23])([F:22])[F:21])=[N:12]2)[CH:7]=1, predict the reactants needed to synthesize it. The reactants are: [Cl:1][C:2]1[CH:3]=[CH:4][C:5]([O:25][CH3:26])=[C:6]([NH:8][C:9](=[O:24])[CH2:10][N:11]2[C:19]3[CH2:18][CH2:17][NH:16][CH2:15][C:14]=3[C:13]([C:20]([F:23])([F:22])[F:21])=[N:12]2)[CH:7]=1.Br[CH2:28][C:29]([O:31][CH2:32][CH3:33])=[O:30].C(=O)([O-])[O-].[K+].[K+]. (5) Given the product [CH2:53]([NH:52][C:10](=[O:11])[CH:9]([NH:13][C:14]([C:16]1[CH:20]=[C:19]([C:21]2[CH:26]=[C:25]([O:27][C:28]3[CH:33]=[CH:32][CH:31]=[C:30]([NH:34][C:35]([C:37]4[O:38][CH:39]=[CH:40][C:41]=4[CH3:42])=[O:36])[CH:29]=3)[CH:24]=[CH:23][N:22]=2)[NH:18][CH:17]=1)=[O:15])[CH2:8][CH2:7][C:6]([O:5][C:1]([CH3:3])([CH3:4])[CH3:2])=[O:43])[CH3:54], predict the reactants needed to synthesize it. The reactants are: [C:1]([O:5][C:6](=[O:43])[CH2:7][CH2:8][CH:9]([NH:13][C:14]([C:16]1[CH:20]=[C:19]([C:21]2[CH:26]=[C:25]([O:27][C:28]3[CH:33]=[CH:32][CH:31]=[C:30]([NH:34][C:35]([C:37]4[O:38][CH:39]=[CH:40][C:41]=4[CH3:42])=[O:36])[CH:29]=3)[CH:24]=[CH:23][N:22]=2)[NH:18][CH:17]=1)=[O:15])[C:10](O)=[O:11])([CH3:4])([CH3:3])[CH3:2].CN(C(O[N:52]1N=N[C:54]2C=CC=N[C:53]1=2)=[N+](C)C)C.F[P-](F)(F)(F)(F)F.C(N(CC)C(C)C)(C)C.Cl. (6) The reactants are: [Br:1][C:2]1[CH:7]=[CH:6][C:5]([OH:8])=[C:4]([CH2:9][OH:10])[CH:3]=1.[C:11](=O)([O-])[O-].[Na+].[Na+].C(O[CH2:21][CH3:22])(=O)C. Given the product [Br:1][C:2]1[CH:7]=[CH:6][C:5]2[O:8][C:21]([CH3:22])([CH3:11])[O:10][CH2:9][C:4]=2[CH:3]=1, predict the reactants needed to synthesize it. (7) Given the product [CH:23]1([NH:22][C:4]2[C:5]([CH3:21])=[C:6]([C:7]([NH:9][CH2:10][C:11]3[C:12](=[O:19])[NH:13][C:14]([CH3:18])=[CH:15][C:16]=3[CH3:17])=[O:8])[CH:20]=[C:2]([C:38]3[CH:37]=[CH:36][C:35]([CH2:34][N:31]4[CH2:32][CH2:33][O:28][CH2:29][CH2:30]4)=[CH:40][CH:39]=3)[CH:3]=2)[CH2:27][CH2:26][CH2:25][CH2:24]1, predict the reactants needed to synthesize it. The reactants are: Br[C:2]1[CH:3]=[C:4]([NH:22][CH:23]2[CH2:27][CH2:26][CH2:25][CH2:24]2)[C:5]([CH3:21])=[C:6]([CH:20]=1)[C:7]([NH:9][CH2:10][C:11]1[C:12](=[O:19])[NH:13][C:14]([CH3:18])=[CH:15][C:16]=1[CH3:17])=[O:8].[O:28]1[CH2:33][CH2:32][N:31]([CH2:34][C:35]2[CH:40]=[CH:39][C:38](B(O)O)=[CH:37][CH:36]=2)[CH2:30][CH2:29]1.C([O-])([O-])=O.[Na+].[Na+].C(Cl)Cl. (8) The reactants are: [CH3:1][O:2][C:3]1[CH:4]=[C:5]([CH:11]=[CH:12][C:13]=1OS(C(F)(F)F)(=O)=O)[C:6]([O:8][CH2:9][CH3:10])=[O:7].[B:22]1([B:22]2[O:26][C:25]([CH3:28])([CH3:27])[C:24]([CH3:30])([CH3:29])[O:23]2)[O:26][C:25]([CH3:28])([CH3:27])[C:24]([CH3:30])([CH3:29])[O:23]1.C([O-])(=O)C.[K+].O. Given the product [CH3:1][O:2][C:3]1[CH:4]=[C:5]([CH:11]=[CH:12][C:13]=1[B:22]1[O:26][C:25]([CH3:28])([CH3:27])[C:24]([CH3:30])([CH3:29])[O:23]1)[C:6]([O:8][CH2:9][CH3:10])=[O:7], predict the reactants needed to synthesize it.